Dataset: Peptide-MHC class I binding affinity with 185,985 pairs from IEDB/IMGT. Task: Regression. Given a peptide amino acid sequence and an MHC pseudo amino acid sequence, predict their binding affinity value. This is MHC class I binding data. (1) The peptide sequence is RKAKIIKDY. The MHC is Mamu-B17 with pseudo-sequence Mamu-B17. The binding affinity (normalized) is 0.0786. (2) The peptide sequence is LLKYAGLTIK. The MHC is HLA-A31:01 with pseudo-sequence HLA-A31:01. The binding affinity (normalized) is 0.317. (3) The peptide sequence is IDGNQTNITM. The MHC is Mamu-A11 with pseudo-sequence Mamu-A11. The binding affinity (normalized) is 0. (4) The binding affinity (normalized) is 1.00. The MHC is HLA-B08:01 with pseudo-sequence HLA-B08:01. The peptide sequence is WLRAKRKPA. (5) The peptide sequence is ELENKKVEY. The MHC is HLA-A03:01 with pseudo-sequence HLA-A03:01. The binding affinity (normalized) is 0. (6) The peptide sequence is SYVPSAEQAA. The binding affinity (normalized) is 0.166. The MHC is H-2-Kd with pseudo-sequence H-2-Kd. (7) The MHC is HLA-B27:05 with pseudo-sequence HLA-B27:05. The peptide sequence is SEAAYAKKI. The binding affinity (normalized) is 0.